This data is from Full USPTO retrosynthesis dataset with 1.9M reactions from patents (1976-2016). The task is: Predict the reactants needed to synthesize the given product. (1) The reactants are: [C:1]([C:5]1[N:6]([CH2:17][CH:18]2[CH2:23][CH2:22][O:21][CH2:20][CH2:19]2)[CH:7]=[C:8]([C:10]2[CH:15]=[N:14][CH:13]=[C:12](Cl)[N:11]=2)[N:9]=1)([CH3:4])([CH3:3])[CH3:2].[C:24]1(P(C2C=CC=CC=2)C2C=CC3C(=CC=CC=3)C=2C2C3C(=CC=CC=3)C=CC=2P(C2C=CC=CC=2)C2C=CC=CC=2)[CH:29]=CC=C[CH:25]=1.[C:70]([O-:73])(=[O:72])C.[K+].C(=O)([O-])O.[Na+]. Given the product [CH2:25]([O:73][C:70]([C:10]1([C:8]2[N:9]=[C:5]([C:1]([CH3:4])([CH3:3])[CH3:2])[N:6]([CH2:17][CH:18]3[CH2:23][CH2:22][O:21][CH2:20][CH2:19]3)[CH:7]=2)[CH:15]=[N:14][CH:13]=[CH:12][NH:11]1)=[O:72])[CH2:24][CH3:29], predict the reactants needed to synthesize it. (2) Given the product [CH2:12]([N:19]1[CH2:20][CH2:21][C:22]([NH:27][C:28]2[CH:33]=[CH:32][CH:31]=[CH:30][CH:29]=2)([C:3]2[N:2]([CH3:1])[CH:6]=[CH:5][N:4]=2)[CH2:23][CH2:24]1)[C:13]1[CH:14]=[CH:15][CH:16]=[CH:17][CH:18]=1, predict the reactants needed to synthesize it. The reactants are: [CH3:1][N:2]1[CH:6]=[CH:5][N:4]=[CH:3]1.[Li+].CCC[CH2-].[CH2:12]([N:19]1[CH2:24][CH2:23][C:22]([NH:27][C:28]2[CH:33]=[CH:32][CH:31]=[CH:30][CH:29]=2)(C#N)[CH2:21][CH2:20]1)[C:13]1[CH:18]=[CH:17][CH:16]=[CH:15][CH:14]=1.O. (3) Given the product [C:17]([NH:2][C@H:3]1[CH2:10][CH2:9][CH2:8][NH:7][C:5](=[O:6])[CH2:4]1)(=[O:28])[CH2:18][CH2:19][CH2:20][CH2:21][CH2:22][CH2:23][CH2:24][CH2:25][C:26]#[CH:27], predict the reactants needed to synthesize it. The reactants are: Cl.[NH2:2][C@H:3]1[CH2:10][CH2:9][CH2:8][NH:7][C:5](=[O:6])[CH2:4]1.C([O-])([O-])=O.[Na+].[Na+].[C:17](Cl)(=[O:28])[CH2:18][CH2:19][CH2:20][CH2:21][CH2:22][CH2:23][CH2:24][CH2:25][C:26]#[CH:27]. (4) The reactants are: [Cl:1][C:2]1[C:3]([N:8]2[C:12]([C:13]([O:15]CC)=[O:14])=[CH:11][C:10](=[O:18])[NH:9]2)=[N:4][CH:5]=[CH:6][CH:7]=1.O.[OH-].[Na+]. Given the product [Cl:1][C:2]1[C:3]([N:8]2[C:12]([C:13]([OH:15])=[O:14])=[CH:11][C:10](=[O:18])[NH:9]2)=[N:4][CH:5]=[CH:6][CH:7]=1, predict the reactants needed to synthesize it. (5) Given the product [CH2:15]([O:1][N:2]1[C:3](=[O:12])[C:4]2[C:5](=[CH:8][CH:9]=[CH:10][CH:11]=2)[C:6]1=[O:7])[C:14]#[CH:13], predict the reactants needed to synthesize it. The reactants are: [OH:1][N:2]1[C:6](=[O:7])[C:5]2=[CH:8][CH:9]=[CH:10][CH:11]=[C:4]2[C:3]1=[O:12].[CH2:13](Br)[C:14]#[CH:15].C(N(CC)CC)C. (6) Given the product [CH3:1][O:2][C:3](=[O:35])[CH2:4][CH2:5][CH2:6][CH2:7][CH2:8][O:9][C:10]1[C:11]([NH:34][S:43]([C:40]2[CH:41]=[CH:42][C:37]([Cl:36])=[CH:38][CH:39]=2)(=[O:45])=[O:44])=[CH:12][C:13]2[N:17]=[C:16]([C:18]3[CH:23]=[CH:22][C:21]([F:24])=[CH:20][CH:19]=3)[N:15]([C:25]3[CH:26]=[CH:27][C:28]([O:31][CH3:32])=[CH:29][CH:30]=3)[C:14]=2[CH:33]=1, predict the reactants needed to synthesize it. The reactants are: [CH3:1][O:2][C:3](=[O:35])[CH2:4][CH2:5][CH2:6][CH2:7][CH2:8][O:9][C:10]1[C:11]([NH2:34])=[CH:12][C:13]2[N:17]=[C:16]([C:18]3[CH:23]=[CH:22][C:21]([F:24])=[CH:20][CH:19]=3)[N:15]([C:25]3[CH:30]=[CH:29][C:28]([O:31][CH3:32])=[CH:27][CH:26]=3)[C:14]=2[CH:33]=1.[Cl:36][C:37]1[CH:42]=[CH:41][C:40]([S:43](Cl)(=[O:45])=[O:44])=[CH:39][CH:38]=1. (7) Given the product [CH3:16][C:17]1[N:18]=[C:19]([N:23]2[CH2:24][CH2:25][N:26]([C:9]([O:11][C:12]([CH3:13])([CH3:14])[CH3:15])=[O:10])[CH2:27][CH2:28]2)[S:20][C:21]=1[CH3:22], predict the reactants needed to synthesize it. The reactants are: [C:9](O[C:9]([O:11][C:12]([CH3:15])([CH3:14])[CH3:13])=[O:10])([O:11][C:12]([CH3:15])([CH3:14])[CH3:13])=[O:10].[CH3:16][C:17]1[N:18]=[C:19]([N:23]2[CH2:28][CH2:27][NH:26][CH2:25][CH2:24]2)[S:20][C:21]=1[CH3:22]. (8) Given the product [F:77][C:74]1[CH:73]=[CH:72][C:71]([CH:70]([C:78]2[CH:83]=[CH:82][C:81]([F:84])=[CH:80][CH:79]=2)[N:45]2[CH2:44][CH2:43][CH:42]([CH2:41][O:40][C:30]3[C:29]([CH:26]4[CH2:28][CH2:27]4)=[CH:38][C:33]([C:34]([O:36][CH3:37])=[O:35])=[C:32]([F:39])[CH:31]=3)[CH2:47][CH2:46]2)=[CH:76][CH:75]=1, predict the reactants needed to synthesize it. The reactants are: Cl.ClC1C(OCC2CCNCC2)=CC(F)=C(C=1)C(OC(C)(C)C)=O.Cl.[CH:26]1([C:29]2[C:30]([O:40][CH2:41][CH:42]3[CH2:47][CH2:46][NH:45][CH2:44][CH2:43]3)=[CH:31][C:32]([F:39])=[C:33]([CH:38]=2)[C:34]([O:36][CH3:37])=[O:35])[CH2:28][CH2:27]1.CC1C=CC(S(O[C@@H](C2C=C(Cl)C=C(Cl)C=2)C)(=O)=O)=CC=1.Br[CH:70]([C:78]1[CH:83]=[CH:82][C:81]([F:84])=[CH:80][CH:79]=1)[C:71]1[CH:76]=[CH:75][C:74]([F:77])=[CH:73][CH:72]=1. (9) The reactants are: [NH2:1][C@H:2]([C:6]([OH:8])=[O:7])[C@@H:3]([CH3:5])[OH:4].C(OCC1C=CC=CC=1)C1C=CC=CC=1.[CH2:24](O)[CH2:25][CH2:26][CH2:27][CH2:28][CH2:29][CH2:30][CH2:31][CH2:32][CH2:33][CH2:34][CH2:35][CH2:36][CH2:37][CH2:38][CH2:39][CH2:40][CH3:41]. Given the product [CH2:41]([O:7][C:6](=[O:8])[C@H:2]([C@@H:3]([CH3:5])[OH:4])[NH2:1])[CH2:40][CH2:39][CH2:38][CH2:37][CH2:36][CH2:35][CH2:34][CH2:33][CH2:32][CH2:31][CH2:30][CH2:29][CH2:28][CH2:27][CH2:26][CH2:25][CH3:24], predict the reactants needed to synthesize it.